This data is from Forward reaction prediction with 1.9M reactions from USPTO patents (1976-2016). The task is: Predict the product of the given reaction. (1) Given the reactants [F:1][C:2]1[CH:7]=[C:6]([OH:8])[CH:5]=[C:4]([F:9])[C:3]=1[CH2:10][C:11]([OH:13])=O.[NH:14]1[CH2:17][CH2:16][CH2:15]1.C(N(CC)C(C)C)(C)C.CN(C(ON1N=NC2C=CC=NC1=2)=[N+](C)C)C.F[P-](F)(F)(F)(F)F, predict the reaction product. The product is: [N:14]1([C:11](=[O:13])[CH2:10][C:3]2[C:4]([F:9])=[CH:5][C:6]([OH:8])=[CH:7][C:2]=2[F:1])[CH2:17][CH2:16][CH2:15]1. (2) Given the reactants [CH3:1][O:2][C:3]1[CH:8]=[CH:7][C:6]([NH:9][C:10]2[CH:15]=[CH:14][CH:13]=[CH:12][C:11]=2[NH:16][C:17]([C:19]2[C:20]([CH2:24][CH3:25])=[N:21][O:22][CH:23]=2)=O)=[CH:5][CH:4]=1, predict the reaction product. The product is: [CH2:24]([C:20]1[C:19]([C:17]2[N:9]([C:6]3[CH:7]=[CH:8][C:3]([O:2][CH3:1])=[CH:4][CH:5]=3)[C:10]3[CH:15]=[CH:14][CH:13]=[CH:12][C:11]=3[N:16]=2)=[CH:23][O:22][N:21]=1)[CH3:25]. (3) Given the reactants Br[C:2]1[C:6]2=[N:7][CH:8]=[CH:9][C:10]([Cl:11])=[C:5]2[S:4][CH:3]=1.[F:12][C:13]1[CH:18]=[CH:17][C:16](B(O)O)=[C:15]([C:22]([F:25])([F:24])[F:23])[CH:14]=1.O1CCOCC1.[O-]P([O-])([O-])=O.[K+].[K+].[K+], predict the reaction product. The product is: [Cl:11][C:10]1[CH:9]=[CH:8][N:7]=[C:6]2[C:2]([C:16]3[CH:17]=[CH:18][C:13]([F:12])=[CH:14][C:15]=3[C:22]([F:23])([F:25])[F:24])=[CH:3][S:4][C:5]=12. (4) Given the reactants Cl.[C:2]([CH2:4][NH:5][C:6]([C@@H:8]1[CH2:12][C@@H:11]([S:13]([C:16]2[CH:21]=[CH:20][CH:19]=[CH:18][C:17]=2[C:22]([F:25])([F:24])[F:23])(=[O:15])=[O:14])[CH2:10][NH:9]1)=[O:7])#[N:3].[C:26](O)(=[O:33])[C:27]1[CH:32]=[CH:31][CH:30]=[CH:29][CH:28]=1, predict the reaction product. The product is: [C:2]([CH2:4][NH:5][C:6]([C@@H:8]1[CH2:12][C@@H:11]([S:13]([C:16]2[CH:21]=[CH:20][CH:19]=[CH:18][C:17]=2[C:22]([F:25])([F:23])[F:24])(=[O:15])=[O:14])[CH2:10][N:9]1[C:26](=[O:33])[C:27]1[CH:32]=[CH:31][CH:30]=[CH:29][CH:28]=1)=[O:7])#[N:3]. (5) Given the reactants Cl[C:2]1[N:7]=[C:6]([NH:8][C@H:9]([CH3:12])[CH2:10][OH:11])[C:5]([C:13]2[S:14][CH:15]=[CH:16][CH:17]=2)=[CH:4][N:3]=1.[NH2:18][C:19]1[CH:24]=[CH:23][C:22]([S:25]([CH3:36])(=[N:27][C:28](=[O:35])[NH:29][CH:30]2[CH2:34][CH2:33][CH2:32][CH2:31]2)=[O:26])=[CH:21][CH:20]=1, predict the reaction product. The product is: [CH:30]1([NH:29][C:28]([N:27]=[S:25]([C:22]2[CH:21]=[CH:20][C:19]([NH:18][C:2]3[N:7]=[C:6]([NH:8][C@H:9]([CH3:12])[CH2:10][OH:11])[C:5]([C:13]4[S:14][CH:15]=[CH:16][CH:17]=4)=[CH:4][N:3]=3)=[CH:24][CH:23]=2)([CH3:36])=[O:26])=[O:35])[CH2:31][CH2:32][CH2:33][CH2:34]1.